Task: Predict the reactants needed to synthesize the given product.. Dataset: Full USPTO retrosynthesis dataset with 1.9M reactions from patents (1976-2016) The reactants are: F[C:2]1[CH:7]=[CH:6][C:5]([N+:8]([O-:10])=[O:9])=[C:4]([O:11][CH3:12])[CH:3]=1.[NH2:13][CH2:14][CH2:15][CH2:16][N:17]1[CH2:21][CH2:20][CH2:19][CH2:18]1.C(N(C(C)C)CC)(C)C. Given the product [CH3:12][O:11][C:4]1[CH:3]=[C:2]([NH:13][CH2:14][CH2:15][CH2:16][N:17]2[CH2:21][CH2:20][CH2:19][CH2:18]2)[CH:7]=[CH:6][C:5]=1[N+:8]([O-:10])=[O:9], predict the reactants needed to synthesize it.